From a dataset of Peptide-MHC class II binding affinity with 134,281 pairs from IEDB. Regression. Given a peptide amino acid sequence and an MHC pseudo amino acid sequence, predict their binding affinity value. This is MHC class II binding data. (1) The peptide sequence is PYRPSFTSTALDLSS. The MHC is DRB1_0101 with pseudo-sequence DRB1_0101. The binding affinity (normalized) is 0.750. (2) The peptide sequence is IHHQHVQDCDESVLT. The MHC is HLA-DQA10501-DQB10302 with pseudo-sequence HLA-DQA10501-DQB10302. The binding affinity (normalized) is 0.289. (3) The peptide sequence is VEIALGGVMGGLWKY. The MHC is HLA-DQA10102-DQB10501 with pseudo-sequence HLA-DQA10102-DQB10501. The binding affinity (normalized) is 0.669. (4) The peptide sequence is MMIHTLEALDYKECE. The MHC is HLA-DQA10103-DQB10603 with pseudo-sequence HLA-DQA10103-DQB10603. The binding affinity (normalized) is 0.405. (5) The peptide sequence is SNLLRAIEAQQHLLQLTVWGIKQL. The MHC is DRB3_0202 with pseudo-sequence DRB3_0202. The binding affinity (normalized) is 0.236. (6) The peptide sequence is YDEPMTPGQCNMVVE. The MHC is DRB1_1302 with pseudo-sequence DRB1_1302. The binding affinity (normalized) is 0.343. (7) The peptide sequence is EKKYFAADQFEPLAA. The MHC is HLA-DQA10501-DQB10201 with pseudo-sequence HLA-DQA10501-DQB10201. The binding affinity (normalized) is 0.484. (8) The peptide sequence is GELQIVDKIDAAFAI. The MHC is DRB1_0404 with pseudo-sequence DRB1_0404. The binding affinity (normalized) is 0.668. (9) The peptide sequence is RGIEYIQHNGVVQES. The MHC is HLA-DQA10301-DQB10302 with pseudo-sequence HLA-DQA10301-DQB10302. The binding affinity (normalized) is 0.346.